Dataset: Reaction yield outcomes from USPTO patents with 853,638 reactions. Task: Predict the reaction yield, written as a fraction of the theoretical maximum amount of product (1.0 means a 100% yield; for example, 0.34 means a 34% yield). (1) The reactants are [NH2:1][C:2]1[N:7]=[C:6]([CH2:8][OH:9])[CH:5]=[CH:4][N:3]=1.[N+:10]([C:13]1[C:22]2[C:17](=[CH:18][CH:19]=[CH:20][CH:21]=2)[C:16](O)=[CH:15][CH:14]=1)([O-:12])=[O:11].C1C=CC(P(C2C=CC=CC=2)C2C=CC=CC=2)=CC=1.CC(OC(/N=N/C(OC(C)C)=O)=O)C. The catalyst is C1COCC1. The product is [N+:10]([C:13]1[C:22]2[C:17](=[CH:18][CH:19]=[CH:20][CH:21]=2)[C:16]([O:9][CH2:8][C:6]2[CH:5]=[CH:4][N:3]=[C:2]([NH2:1])[N:7]=2)=[CH:15][CH:14]=1)([O-:12])=[O:11]. The yield is 0.930. (2) The reactants are C(OC([N:8]1[C:16]2[CH2:15][CH2:14][N:13]([CH:17]([C:30]3[CH:35]=[CH:34][CH:33]=[CH:32][C:31]=3[Cl:36])[CH2:18][CH2:19][CH2:20][CH2:21][C:22]([C:25]([O:27][CH2:28][CH3:29])=[O:26])([CH3:24])[CH3:23])[CH2:12][C:11]=2[CH:10]=[CH:9]1)=O)(C)(C)C.FC(F)(F)C(O)=O. The catalyst is ClCCl. The product is [CH2:28]([O:27][C:25](=[O:26])[C:22]([CH3:24])([CH3:23])[CH2:21][CH2:20][CH2:19][CH2:18][CH:17]([C:30]1[CH:35]=[CH:34][CH:33]=[CH:32][C:31]=1[Cl:36])[N:13]1[CH2:14][CH2:15][C:16]2[NH:8][CH:9]=[CH:10][C:11]=2[CH2:12]1)[CH3:29]. The yield is 0.412. (3) The reactants are [CH:1]1([CH2:4][O:5][C:6]2[CH:11]=[CH:10][N:9]([C:12]3[S:13][C:14]([C:18]([OH:20])=O)=[C:15]([CH3:17])[N:16]=3)[C:8](=[O:21])[CH:7]=2)[CH2:3][CH2:2]1.[CH2:22]([NH2:29])[C:23]1[CH:28]=[CH:27][CH:26]=[CH:25][CH:24]=1. No catalyst specified. The product is [CH2:22]([NH:29][C:18]([C:14]1[S:13][C:12]([N:9]2[CH:10]=[CH:11][C:6]([O:5][CH2:4][CH:1]3[CH2:2][CH2:3]3)=[CH:7][C:8]2=[O:21])=[N:16][C:15]=1[CH3:17])=[O:20])[C:23]1[CH:28]=[CH:27][CH:26]=[CH:25][CH:24]=1. The yield is 0.580. (4) The catalyst is C(O)C. The yield is 1.00. The reactants are [CH3:1][C:2]1[CH:11]=[CH:10][C:9]2[C:4](=[CH:5][CH:6]=[CH:7][C:8]=2[N:12]2[CH2:17][CH2:16][N:15]([CH2:18][CH2:19][C:20]3[C:29]4[O:28][CH2:27][C:26]5=[C:30]([C:33](=O)[CH3:34])[N:31]=[CH:32][N:25]5[C:24]=4[CH:23]=[CH:22][CH:21]=3)[CH2:14][CH2:13]2)[N:3]=1.N1C=CC=CC=1.[ClH:42].[O:43]([NH2:45])[CH3:44]. The product is [ClH:42].[ClH:42].[CH3:44][O:43][N:45]=[C:33]([C:30]1[N:31]=[CH:32][N:25]2[C:24]3[CH:23]=[CH:22][CH:21]=[C:20]([CH2:19][CH2:18][N:15]4[CH2:16][CH2:17][N:12]([C:8]5[CH:7]=[CH:6][CH:5]=[C:4]6[C:9]=5[CH:10]=[CH:11][C:2]([CH3:1])=[N:3]6)[CH2:13][CH2:14]4)[C:29]=3[O:28][CH2:27][C:26]=12)[CH3:34]. (5) The catalyst is C(#N)C.O.O1CCCC1. The product is [CH2:53]([O:60][NH:61][C:44](=[O:46])[CH2:43][CH2:42][CH2:41][CH2:40][CH2:39][NH:38][C:12](=[O:13])[C@@H:11]([NH:15][C:16](=[O:29])[CH2:17][CH2:18][CH2:19][C:20]1[C:28]2[C:23](=[CH:24][CH:25]=[CH:26][CH:27]=2)[NH:22][CH:21]=1)[CH2:10][C:3]1[C:4]2[C:9](=[CH:8][CH:7]=[CH:6][CH:5]=2)[NH:1][CH:2]=1)[C:54]1[CH:59]=[CH:58][CH:57]=[CH:56][CH:55]=1. The yield is 0.530. The reactants are [NH:1]1[C:9]2[C:4](=[CH:5][CH:6]=[CH:7][CH:8]=2)[C:3]([CH2:10][C@H:11]([NH:15][C:16](=[O:29])[CH2:17][CH2:18][CH2:19][C:20]2[C:28]3[C:23](=[CH:24][CH:25]=[CH:26][CH:27]=3)[NH:22][CH:21]=2)[C:12](O)=[O:13])=[CH:2]1.ON1C(=O)CCC1=O.[NH2:38][CH2:39][CH2:40][CH2:41][CH2:42][CH2:43][C:44]([OH:46])=O.C([O-])(O)=O.[Na+].Cl.[CH2:53]([O:60][NH2:61])[C:54]1[CH:59]=[CH:58][CH:57]=[CH:56][CH:55]=1.C(N(CC)CC)C.